Task: Predict the reactants needed to synthesize the given product.. Dataset: Full USPTO retrosynthesis dataset with 1.9M reactions from patents (1976-2016) (1) Given the product [CH2:35]([O:42][C:18]1[CH:19]=[C:20]([F:23])[CH:21]=[C:22]2[C:17]=1[C:16](=[O:25])[N:15]([CH2:26][CH2:27][CH2:28][C:29]([O:31][CH2:32][CH3:33])=[O:30])[C:14](=[O:34])[N:13]2[CH:8]1[CH2:9][CH2:10][CH2:11][CH2:12]1)[C:36]1[CH:41]=[CH:40][CH:39]=[CH:38][CH:37]=1, predict the reactants needed to synthesize it. The reactants are: C1(C)C=CC=CC=1.[CH:8]1([N:13]2[C:22]3[C:17](=[C:18](F)[CH:19]=[C:20]([F:23])[CH:21]=3)[C:16](=[O:25])[N:15]([CH2:26][CH2:27][CH2:28][C:29]([O:31][CH2:32][CH3:33])=[O:30])[C:14]2=[O:34])[CH2:12][CH2:11][CH2:10][CH2:9]1.[CH2:35]([OH:42])[C:36]1[CH:41]=[CH:40][CH:39]=[CH:38][CH:37]=1.C(=O)([O-])[O-].[K+].[K+]. (2) Given the product [CH2:1]([N:3]1[CH2:8][CH2:7][CH2:6][CH2:5][C@H:4]1[CH:9]=[O:10])[CH3:2], predict the reactants needed to synthesize it. The reactants are: [CH2:1]([N:3]1[CH2:8][CH2:7][CH2:6][CH2:5][C@H:4]1[C:9](O)=[O:10])[CH3:2].COC1C=C(OC)N=C(N2CCNCC2CC2C=CC=CC=2)N=1. (3) Given the product [CH2:44]([N:45]([CH2:25][C:24]1[CH:28]=[CH:29][C:30]([O:31][CH2:32][CH2:33][N:34]2[CH2:39][CH2:38][CH2:37][CH2:36][CH2:35]2)=[C:22]([F:21])[CH:23]=1)[C:46]1[CH:51]=[CH:50][CH:49]=[CH:48][C:47]=1[C:52]1[CH:61]=[CH:60][C:59]2[C:54](=[CH:55][CH:56]=[C:57]([O:62][CH3:63])[CH:58]=2)[CH:53]=1)[CH3:43], predict the reactants needed to synthesize it. The reactants are: COC1C=C2C(=CC=1)C=C(C1C=CC=CC=1N)C=C2.Cl.[F:21][C:22]1[CH:23]=[C:24]([CH:28]=[CH:29][C:30]=1[O:31][CH2:32][CH2:33][N:34]1[CH2:39][CH2:38][CH2:37][CH2:36][CH2:35]1)[C:25](O)=O.FC1C=[C:43](C=CC=1OCCN1CCCCC1)[CH2:44][NH:45][C:46]1[CH:51]=[CH:50][CH:49]=[CH:48][C:47]=1[C:52]1[CH:61]=[CH:60][C:59]2[C:54](=[CH:55][CH:56]=[C:57]([O:62][CH3:63])[CH:58]=2)[CH:53]=1. (4) Given the product [Cl:16][C:7]1[CH:8]=[C:9]([C:11]2[NH:15][N:14]=[N:13][N:12]=2)[CH:10]=[C:2]([Cl:1])[C:3]=1[C:4]([NH:65][C@@H:45]([CH2:46][C:47]1[CH:48]=[CH:49][C:50]([N:53]2[C:61](=[O:62])[C:60]3[C:55](=[CH:56][CH:57]=[CH:58][C:59]=3[CH3:63])[C:54]2=[O:64])=[CH:51][CH:52]=1)[C:44]([OH:66])=[O:43])=[O:6], predict the reactants needed to synthesize it. The reactants are: [Cl:1][C:2]1[CH:10]=[C:9]([C:11]2[NH:15][N:14]=[N:13][N:12]=2)[CH:8]=[C:7]([Cl:16])[C:3]=1[C:4]([OH:6])=O.Cl.CN(C)CCCN=C=NCC.O.ON1C2C=CC=CC=2N=N1.Cl.C([O:43][C:44](=[O:66])[C@@H:45]([NH2:65])[CH2:46][C:47]1[CH:52]=[CH:51][C:50]([N:53]2[C:61](=[O:62])[C:60]3[C:55](=[CH:56][CH:57]=[CH:58][C:59]=3[CH3:63])[C:54]2=[O:64])=[CH:49][CH:48]=1)C. (5) Given the product [CH3:16][CH:15]([CH3:17])[CH2:14][CH2:13][C:6]1([O:18][CH2:19][C:20]([OH:22])=[O:21])[C:7]2[C:12](=[CH:11][CH:10]=[CH:9][CH:8]=2)[C:3](=[O:2])[CH2:4][C:5]1=[O:25], predict the reactants needed to synthesize it. The reactants are: C[O:2][C:3]1[C:12]2[C:7](=[CH:8][CH:9]=[CH:10][CH:11]=2)[C:6]([O:18][CH2:19][C:20]([O:22]CC)=[O:21])([CH2:13][CH2:14][CH:15]([CH3:17])[CH3:16])[C:5](=[O:25])[CH:4]=1. (6) The reactants are: [O:1]=[C:2]1[C:11]2[C:6](=[CH:7][CH:8]=[C:9]([C:12]([O:14][CH3:15])=[O:13])[CH:10]=2)[CH:5]=[CH:4][N:3]1[CH2:16][CH:17]=O.[N:19]1([C:24]2[CH:25]=[C:26]([CH:28]=[CH:29][CH:30]=2)[NH2:27])[CH:23]=[CH:22][CH:21]=[N:20]1.C(O)(=O)C.C([BH3-])#N.[Na+]. Given the product [O:1]=[C:2]1[C:11]2[C:6](=[CH:7][CH:8]=[C:9]([C:12]([O:14][CH3:15])=[O:13])[CH:10]=2)[CH:5]=[CH:4][N:3]1[CH2:16][CH2:17][NH:27][C:26]1[CH:28]=[CH:29][CH:30]=[C:24]([N:19]2[CH:23]=[CH:22][CH:21]=[N:20]2)[CH:25]=1, predict the reactants needed to synthesize it. (7) Given the product [CH:11]1([C:9]2[NH:8][C:5]3=[CH:6][N:7]=[C:2]([NH2:15])[CH:3]=[C:4]3[CH:10]=2)[CH2:14][CH2:13][CH2:12]1, predict the reactants needed to synthesize it. The reactants are: Cl[C:2]1[CH:3]=[C:4]2[CH:10]=[C:9]([CH:11]3[CH2:14][CH2:13][CH2:12]3)[NH:8][C:5]2=[CH:6][N:7]=1.[NH3:15].O. (8) Given the product [N:5]1[CH:6]=[CH:7][CH:2]=[CH:3][C:4]=1[NH:8][CH2:9][CH2:10][CH2:11][O:12][C:13]1[CH:28]=[CH:27][C:16]2[CH2:17][CH:18]([CH2:23][C:24]([O:26][CH2:31][CH3:32])=[O:25])[C:19](=[O:22])[N:20]([CH3:36])[CH2:21][C:15]=2[CH:14]=1, predict the reactants needed to synthesize it. The reactants are: N[C:2]1[CH:7]=[CH:6][N:5]=[C:4]([NH:8][CH2:9][CH2:10][CH2:11][O:12][C:13]2[CH:28]=[CH:27][C:16]3[CH2:17][CH:18]([CH2:23][C:24]([OH:26])=[O:25])[C:19](=[O:22])[NH:20][CH2:21][C:15]=3[CH:14]=2)[CH:3]=1.Cl.O1CCO[CH2:32][CH2:31]1.[CH2:36](N(CC)CC)C. (9) Given the product [Br:2][C:1]([Br:5])=[CH:25][C:27]1[O:28][C:29]([C:32]([CH3:35])([CH3:34])[CH3:33])=[CH:30][N:31]=1, predict the reactants needed to synthesize it. The reactants are: [C:1]([Br:5])(Br)(Br)[Br:2].C1(P(C2C=CC=CC=2)C2C=CC=CC=2)C=CC=CC=1.[CH:25]([C:27]1[O:28][C:29]([C:32]([CH3:35])([CH3:34])[CH3:33])=[CH:30][N:31]=1)=O. (10) Given the product [Cl:1][C:2]1[CH:9]=[CH:8][C:5]([CH:6]=[C:10]([Br:12])[Br:11])=[CH:4][CH:3]=1, predict the reactants needed to synthesize it. The reactants are: [Cl:1][C:2]1[CH:9]=[CH:8][C:5]([CH:6]=O)=[CH:4][CH:3]=1.[C:10](Br)(Br)([Br:12])[Br:11].C1(P(C2C=CC=CC=2)C2C=CC=CC=2)C=CC=CC=1.